Dataset: Retrosynthesis with 50K atom-mapped reactions and 10 reaction types from USPTO. Task: Predict the reactants needed to synthesize the given product. (1) Given the product Cc1csc(-c2cc3nccc(Nc4ccc5[nH]c(C)cc5c4)c3s2)c1, predict the reactants needed to synthesize it. The reactants are: Cc1cc2cc(Nc3ccnc4cc(Br)sc34)ccc2[nH]1.Cc1csc(B(O)O)c1. (2) Given the product Cc1cnc(-c2ccc(C(C)(C)C)cc2)nc1, predict the reactants needed to synthesize it. The reactants are: CC(C)(C)c1ccc(B(O)O)cc1.Cc1cnc(Cl)nc1.